Dataset: Full USPTO retrosynthesis dataset with 1.9M reactions from patents (1976-2016). Task: Predict the reactants needed to synthesize the given product. (1) Given the product [CH3:10][C:11]1[CH:16]=[C:15]([N+:17]([O-:19])=[O:18])[C:14]([O:20][CH3:21])=[CH:13][C:12]=1[N:22]1[CH2:27][CH2:26][CH:25]([CH2:28][CH2:29][S:3]([CH3:7])(=[O:5])=[O:2])[CH2:24][CH2:23]1, predict the reactants needed to synthesize it. The reactants are: O[O:2][S:3]([O-:5])=O.[K+].[CH3:7]CO.[CH3:10][C:11]1[CH:16]=[C:15]([N+:17]([O-:19])=[O:18])[C:14]([O:20][CH3:21])=[CH:13][C:12]=1[N:22]1[CH2:27][CH2:26][CH:25]([CH2:28][CH2:29]SC)[CH2:24][CH2:23]1. (2) Given the product [CH2:27]([N:7]([CH2:6][C:2]1[O:1][CH:5]=[CH:4][CH:3]=1)[S:8]([C:11]1[CH:19]=[CH:18][C:14]([C:15]([OH:17])=[O:16])=[CH:13][CH:12]=1)(=[O:10])=[O:9])[C:28]1[CH:33]=[CH:32][CH:31]=[CH:30][CH:29]=1, predict the reactants needed to synthesize it. The reactants are: [O:1]1[CH:5]=[CH:4][CH:3]=[C:2]1[CH2:6][NH:7][S:8]([C:11]1[CH:19]=[CH:18][C:14]([C:15]([OH:17])=[O:16])=[CH:13][CH:12]=1)(=[O:10])=[O:9].C(=O)([O-])[O-].[Cs+].[Cs+].Br[CH2:27][C:28]1[CH:33]=[CH:32][CH:31]=[CH:30][CH:29]=1. (3) The reactants are: [F:1][C:2]([F:16])([F:15])[CH:3]([NH2:14])[CH2:4][C:5]1[C:13]2[C:8](=[CH:9][CH:10]=[CH:11][CH:12]=2)[NH:7][CH:6]=1.[C:17]1([S:23](Cl)(=[O:25])=[O:24])[CH:22]=[CH:21][CH:20]=[CH:19][CH:18]=1. Given the product [F:16][C:2]([F:1])([F:15])[CH:3]([NH:14][S:23]([C:17]1[CH:22]=[CH:21][CH:20]=[CH:19][CH:18]=1)(=[O:25])=[O:24])[CH2:4][C:5]1[C:13]2[C:8](=[CH:9][CH:10]=[CH:11][CH:12]=2)[NH:7][CH:6]=1, predict the reactants needed to synthesize it. (4) Given the product [Br:22][C:23]1[S:24][CH:25]=[C:26]([C:28]([NH:1][C:2]2[CH:3]=[N:4][CH:5]=[CH:6][C:7]=2[N:8]2[CH2:13][CH2:12][CH2:11][C@H:10]([NH:14][C:15](=[O:21])[O:16][C:17]([CH3:18])([CH3:20])[CH3:19])[CH2:9]2)=[O:29])[N:27]=1, predict the reactants needed to synthesize it. The reactants are: [NH2:1][C:2]1[CH:3]=[N:4][CH:5]=[CH:6][C:7]=1[N:8]1[CH2:13][CH2:12][CH2:11][C@H:10]([NH:14][C:15](=[O:21])[O:16][C:17]([CH3:20])([CH3:19])[CH3:18])[CH2:9]1.[Br:22][C:23]1[S:24][CH:25]=[C:26]([C:28](O)=[O:29])[N:27]=1.C1C=NC2N(O)N=NC=2C=1.C(Cl)CCl. (5) Given the product [O:26]1[CH2:27][CH2:28][N:23]([C:5]2[C:6]3[N:7]([CH:8]=[C:9]([CH2:11][O:12][C:13]4[CH:22]=[CH:21][C:20]5[C:15](=[CH:16][CH:17]=[CH:18][CH:19]=5)[N:14]=4)[N:10]=3)[C:2]([C:34]3[CH:35]=[CH:36][C:31]([C:29]#[N:30])=[N:32][CH:33]=3)=[CH:3][N:4]=2)[CH2:24][CH2:25]1, predict the reactants needed to synthesize it. The reactants are: Br[C:2]1[N:7]2[CH:8]=[C:9]([CH2:11][O:12][C:13]3[CH:22]=[CH:21][C:20]4[C:15](=[CH:16][CH:17]=[CH:18][CH:19]=4)[N:14]=3)[N:10]=[C:6]2[C:5]([N:23]2[CH2:28][CH2:27][O:26][CH2:25][CH2:24]2)=[N:4][CH:3]=1.[C:29]([C:31]1[CH:36]=[CH:35][C:34](B2OC(C)(C)C(C)(C)O2)=[CH:33][N:32]=1)#[N:30]. (6) Given the product [NH2:11][C:5]1[C:6]2[N:7]([N:8]=[N:9][N:10]=2)[C:2]([CH3:1])=[C:3]([CH3:25])[C:4]=1[NH:14][CH2:15][CH2:16][NH:17][C:18](=[O:24])[O:19][C:20]([CH3:21])([CH3:22])[CH3:23], predict the reactants needed to synthesize it. The reactants are: [CH3:1][C:2]1[N:7]2[N:8]=[N:9][N:10]=[C:6]2[C:5]([N+:11]([O-])=O)=[C:4]([NH:14][CH2:15][CH2:16][NH:17][C:18](=[O:24])[O:19][C:20]([CH3:23])([CH3:22])[CH3:21])[C:3]=1[CH3:25].C1(C)C=CC=CC=1.